The task is: Predict the reactants needed to synthesize the given product.. This data is from Full USPTO retrosynthesis dataset with 1.9M reactions from patents (1976-2016). (1) The reactants are: [C:1]1([CH3:10])[CH:6]=[CH:5][C:4]([S:7]([NH2:9])=[O:8])=[CH:3][CH:2]=1.[CH:11](=O)[CH2:12][CH:13]([CH3:15])[CH3:14]. Given the product [CH3:10][C:1]1[CH:6]=[CH:5][C:4]([S:7](/[N:9]=[CH:11]/[CH2:12][CH:13]([CH3:15])[CH3:14])=[O:8])=[CH:3][CH:2]=1, predict the reactants needed to synthesize it. (2) Given the product [Cl:15][C:16]1[CH:21]=[CH:20][CH:19]=[CH:18][C:17]=1[CH:22]([C:24]1[CH:29]=[CH:28][C:27]([C:30]([F:31])([F:32])[F:33])=[CH:26][CH:25]=1)[O:1][C:2]1[CH:11]=[CH:10][C:9]([N+:12]([O-:14])=[O:13])=[CH:8][C:3]=1[C:4]([O:6][CH3:7])=[O:5], predict the reactants needed to synthesize it. The reactants are: [OH:1][C:2]1[CH:11]=[CH:10][C:9]([N+:12]([O-:14])=[O:13])=[CH:8][C:3]=1[C:4]([O:6][CH3:7])=[O:5].[Cl:15][C:16]1[CH:21]=[CH:20][CH:19]=[CH:18][C:17]=1[CH:22]([C:24]1[CH:29]=[CH:28][C:27]([C:30]([F:33])([F:32])[F:31])=[CH:26][CH:25]=1)O.C1(C)C=CC=CC=1.C1(P(C2C=CC=CC=2)C2C=CC=CC=2)C=CC=CC=1. (3) Given the product [CH2:18]([N:5]([CH2:1][CH:2]([CH3:3])[CH3:4])[C:6]1[CH:11]=[CH:10][C:9]([C:12]2([C:13]#[N:14])[CH2:24][CH2:23]2)=[CH:8][C:7]=1[N+:15]([O-:17])=[O:16])[CH:19]([CH3:21])[CH3:20], predict the reactants needed to synthesize it. The reactants are: [CH2:1]([N:5]([CH2:18][CH:19]([CH3:21])[CH3:20])[C:6]1[CH:11]=[CH:10][C:9]([CH2:12][C:13]#[N:14])=[CH:8][C:7]=1[N+:15]([O-:17])=[O:16])[CH:2]([CH3:4])[CH3:3].Br[CH2:23][CH2:24]Cl.[H-].[Na+].